Dataset: Full USPTO retrosynthesis dataset with 1.9M reactions from patents (1976-2016). Task: Predict the reactants needed to synthesize the given product. The reactants are: Br[C:2]1[CH:24]=[CH:23][C:5]2[C:6]3[N:7]=[C:8]([C:14]4[N:15]([CH:20]([CH3:22])[CH3:21])[N:16]=[C:17]([CH3:19])[N:18]=4)[S:9][C:10]=3[CH2:11][CH2:12][O:13][C:4]=2[CH:3]=1.C([Sn](CCCC)(CCCC)[CH:30]=[CH:31][O:32]CC)CCC. Given the product [CH:20]([N:15]1[C:14]([C:8]2[S:9][C:10]3[CH2:11][CH2:12][O:13][C:4]4[CH:3]=[C:2]([C:31](=[O:32])[CH3:30])[CH:24]=[CH:23][C:5]=4[C:6]=3[N:7]=2)=[N:18][C:17]([CH3:19])=[N:16]1)([CH3:22])[CH3:21], predict the reactants needed to synthesize it.